Dataset: Forward reaction prediction with 1.9M reactions from USPTO patents (1976-2016). Task: Predict the product of the given reaction. (1) Given the reactants C([O:3][C:4]([C:6]1[NH:7][C:8]2[C:13]([CH:14]=1)=[CH:12][CH:11]=[C:10](Br)[CH:9]=2)=[O:5])C.[CH2:16]1[O:24][C:23]2[CH:22]=[CH:21][C:20](B(O)O)=[CH:19][C:18]=2[O:17]1.[F:28][C:29]([F:43])([F:42])[C:30]1[CH:31]=[C:32]([CH:35]=[C:36]([C:38]([F:41])([F:40])[F:39])[CH:37]=1)[CH2:33]Cl.[Cl:44][C:45]1[CH:53]=[CH:52][C:48]([C:49]([NH2:51])=[O:50])=[CH:47][CH:46]=1, predict the reaction product. The product is: [CH2:16]1[O:24][C:23]2[CH:22]=[CH:21][C:20]([C:10]3[CH:9]=[C:8]4[C:13]([C:14]([NH:51][C:49](=[O:50])[C:48]5[CH:52]=[CH:53][C:45]([Cl:44])=[CH:46][CH:47]=5)=[C:6]([C:4]([OH:3])=[O:5])[N:7]4[CH2:33][C:32]4[CH:31]=[C:30]([C:29]([F:43])([F:42])[F:28])[CH:37]=[C:36]([C:38]([F:41])([F:40])[F:39])[CH:35]=4)=[CH:12][CH:11]=3)=[CH:19][C:18]=2[O:17]1. (2) Given the reactants Br[CH:2]([C:7]([C:9]1[CH:14]=[CH:13][C:12]([Cl:15])=[CH:11][CH:10]=1)=O)[CH2:3][C:4]([OH:6])=[O:5].[C:16]1([C:22]2([C:25](=[S:27])[NH2:26])[CH2:24][CH2:23]2)[CH:21]=[CH:20][CH:19]=[CH:18][CH:17]=1, predict the reaction product. The product is: [Cl:15][C:12]1[CH:13]=[CH:14][C:9]([C:7]2[N:26]=[C:25]([C:22]3([C:16]4[CH:21]=[CH:20][CH:19]=[CH:18][CH:17]=4)[CH2:23][CH2:24]3)[S:27][C:2]=2[CH2:3][C:4]([OH:6])=[O:5])=[CH:10][CH:11]=1. (3) Given the reactants Cl[CH2:2][C:3]1[CH:4]=[CH:5][C:6]2[S:11][C:10]3[N:12]=[CH:13][CH:14]=[N:15][C:9]=3[N:8]([CH2:16][O:17][CH3:18])[C:7]=2[CH:19]=1.CO.[S:22]([O-:25])([O-:24])=[O:23].[Na+:26].[Na+], predict the reaction product. The product is: [CH3:18][O:17][CH2:16][N:8]1[C:7]2[CH:19]=[C:3]([CH2:2][S:22]([O-:25])(=[O:24])=[O:23])[CH:4]=[CH:5][C:6]=2[S:11][C:10]2[N:12]=[CH:13][CH:14]=[N:15][C:9]1=2.[Na+:26].